Predict the reaction yield, written as a fraction of the theoretical maximum amount of product (1.0 means a 100% yield; for example, 0.34 means a 34% yield). From a dataset of Reaction yield outcomes from USPTO patents with 853,638 reactions. (1) The reactants are [Br:1][C:2]1[CH:7]=[CH:6][C:5]([NH:8][C:9](=[O:14])[C:10]([CH3:13])([CH3:12])[CH3:11])=[C:4]([C:15]2[N:20]=[CH:19][CH:18]=[CH:17][N:16]=2)[CH:3]=1.[N+:21]([O-])([OH:23])=[O:22].CO. The catalyst is C(O)(C(F)(F)F)=O.O. The product is [Br:1][C:2]1[CH:3]=[C:4]([C:15]2[N:16]=[CH:17][CH:18]=[CH:19][N:20]=2)[C:5]([NH:8][C:9](=[O:14])[C:10]([CH3:12])([CH3:13])[CH3:11])=[C:6]([N+:21]([O-:23])=[O:22])[CH:7]=1. The yield is 0.810. (2) The reactants are I[C:2]1[N:7]=[N:6][C:5]2[NH:8][CH:9]=[CH:10][C:4]=2[CH:3]=1.[CH2:11]([C:15]1[S:19][C:18]([NH2:20])=[N:17][N:16]=1)[CH2:12][C:13]#[CH:14].CCN(CC)CC. The catalyst is CN(C=O)C.Cl[Pd](Cl)([P](C1C=CC=CC=1)(C1C=CC=CC=1)C1C=CC=CC=1)[P](C1C=CC=CC=1)(C1C=CC=CC=1)C1C=CC=CC=1.[Cu]I. The product is [N:6]1[C:5]2[NH:8][CH:9]=[CH:10][C:4]=2[CH:3]=[C:2]([C:14]#[C:13][CH2:12][CH2:11][C:15]2[S:19][C:18]([NH2:20])=[N:17][N:16]=2)[N:7]=1. The yield is 0.640. (3) The reactants are [OH:1][C@@H:2]1[CH2:25][CH2:24][C@@:23]2([CH3:26])[C@H:4]([C@@H:5]([CH2:29][CH3:30])[C:6](=[O:28])[C@@H:7]3[C@@H:22]2[CH2:21][CH2:20][C@@:19]2([CH3:27])[C@H:8]3[CH2:9][CH2:10][C@@H:11]2[C@H:12]([CH3:18])[CH2:13][CH2:14][C:15]([O-:17])=[O:16])[CH2:3]1.[C:31]1(C)C=CC(S(O)(=O)=O)=CC=1.[O:42]1[CH:47]=[CH:46][CH2:45][CH2:44][CH2:43]1.O. The catalyst is O1CCOCC1. The product is [O:42]1[CH2:43][CH2:44][CH2:45][CH2:46][CH:47]1[O:1][C@@H:2]1[CH2:25][CH2:24][C@@:23]2([CH3:26])[C@H:4]([C@@H:5]([CH2:29][CH3:30])[C:6](=[O:28])[C@@H:7]3[C@@H:22]2[CH2:21][CH2:20][C@@:19]2([CH3:27])[C@H:8]3[CH2:9][CH2:10][C@@H:11]2[C@H:12]([CH3:18])[CH2:13][CH2:14][C:15]([O:17][CH3:31])=[O:16])[CH2:3]1. The yield is 0.750. (4) The reactants are [OH-].[K+].[Br:3][C:4]1[CH:5]=[C:6]([CH2:10][OH:11])[CH:7]=[N:8][CH:9]=1.[CH2:12](I)[CH3:13]. The catalyst is CS(C)=O.O. The product is [Br:3][C:4]1[CH:9]=[N:8][CH:7]=[C:6]([CH2:10][O:11][CH2:12][CH3:13])[CH:5]=1. The yield is 0.970. (5) The reactants are C1(N2CC[O:9]CC2)CCCC=1.[C:12]([C:16]1[CH:17]=[C:18]([CH:21]=[C:22]([C:24]([CH3:27])([CH3:26])[CH3:25])[CH:23]=1)[CH:19]=O)([CH3:15])([CH3:14])[CH3:13].Cl.[CH:29]1[CH:34]=[CH:33][CH:32]=[CH:31]C=1. No catalyst specified. The product is [C:12]([C:16]1[CH:17]=[C:18]([CH:21]=[C:22]([C:24]([CH3:27])([CH3:26])[CH3:25])[CH:23]=1)[CH:19]=[C:31]1[CH2:32][CH2:33][CH2:34][C:29]1=[O:9])([CH3:15])([CH3:14])[CH3:13]. The yield is 0.869. (6) The product is [Cl:1][C:2]1[CH:7]=[CH:6][C:5]([C:8]2[C:12]3[CH2:13][N:14]([C:17](=[O:19])[CH3:18])[CH2:15][CH2:16][C:11]=3[N:10]([CH2:20][CH:21]([OH:22])[CH2:23][N:40]3[CH2:39][CH2:38][CH:37]([C:35]4[O:34][N:33]=[C:32]([C:29]5[CH:30]=[CH:31][C:26]([Cl:25])=[CH:27][CH:28]=5)[N:36]=4)[CH2:42][CH2:41]3)[N:9]=2)=[CH:4][C:3]=1[CH3:24]. The reactants are [Cl:1][C:2]1[CH:7]=[CH:6][C:5]([C:8]2[C:12]3[CH2:13][N:14]([C:17](=[O:19])[CH3:18])[CH2:15][CH2:16][C:11]=3[N:10]([CH2:20][CH:21]3[CH2:23][O:22]3)[N:9]=2)=[CH:4][C:3]=1[CH3:24].[Cl:25][C:26]1[CH:31]=[CH:30][C:29]([C:32]2[N:36]=[C:35]([CH:37]3[CH2:42][CH2:41][NH:40][CH2:39][CH2:38]3)[O:34][N:33]=2)=[CH:28][CH:27]=1.C(S([O-])(=O)=O)(F)(F)F.C(S([O-])(=O)=O)(F)(F)F.C(S([O-])(=O)=O)(F)(F)F.[Yb+3].CO.C(Cl)Cl. The yield is 0.690. The catalyst is C(Cl)Cl.